Dataset: Peptide-MHC class I binding affinity with 185,985 pairs from IEDB/IMGT. Task: Regression. Given a peptide amino acid sequence and an MHC pseudo amino acid sequence, predict their binding affinity value. This is MHC class I binding data. (1) The peptide sequence is AFGLFWLVW. The MHC is HLA-B15:01 with pseudo-sequence HLA-B15:01. The binding affinity (normalized) is 0.0847. (2) The peptide sequence is EYKKFIATF. The MHC is HLA-B08:02 with pseudo-sequence HLA-B08:02. The binding affinity (normalized) is 0.0847.